This data is from Forward reaction prediction with 1.9M reactions from USPTO patents (1976-2016). The task is: Predict the product of the given reaction. (1) Given the reactants [N:1]1[CH:6]=[CH:5][CH:4]=[C:3]([C:7]2[CH:8]=[C:9]([OH:13])[CH:10]=[CH:11][CH:12]=2)[CH:2]=1.Br[CH2:15][C:16]([O:18][CH3:19])=[O:17].C(=O)([O-])[O-].[Cs+].[Cs+], predict the reaction product. The product is: [N:1]1[CH:6]=[CH:5][CH:4]=[C:3]([C:7]2[CH:8]=[C:9]([CH:10]=[CH:11][CH:12]=2)[O:13][CH2:15][C:16]([O:18][CH3:19])=[O:17])[CH:2]=1. (2) Given the reactants C(N(CC)CC)C.O[CH2:9][C@@H:10]1[CH2:14][O:13][C:12]([CH3:16])([CH3:15])[N:11]1[C:17]([O:19][C:20]([CH3:23])([CH3:22])[CH3:21])=[O:18].[CH3:24][S:25](Cl)(=O)=O, predict the reaction product. The product is: [CH3:15][C:12]1([CH3:16])[N:11]([C:17]([O:19][C:20]([CH3:23])([CH3:22])[CH3:21])=[O:18])[C@H:10]([CH2:9][S:25][CH3:24])[CH2:14][O:13]1.